Predict which catalyst facilitates the given reaction. From a dataset of Catalyst prediction with 721,799 reactions and 888 catalyst types from USPTO. Reactant: Cl.O1CCOCC1.C(OC([N:15]1[CH2:20][CH2:19][N:18]([C:21](=[S:40])[O:22][CH2:23][C:24]2[CH:29]=[CH:28][C:27]([O:30][CH2:31][C:32](=[O:39])[C:33]3[CH:38]=[CH:37][CH:36]=[CH:35][CH:34]=3)=[CH:26][CH:25]=2)[CH2:17][CH2:16]1)=O)(C)(C)C. Product: [N:18]1([C:21](=[S:40])[O:22][CH2:23][C:24]2[CH:25]=[CH:26][C:27]([O:30][CH2:31][C:32](=[O:39])[C:33]3[CH:34]=[CH:35][CH:36]=[CH:37][CH:38]=3)=[CH:28][CH:29]=2)[CH2:19][CH2:20][NH:15][CH2:16][CH2:17]1. The catalyst class is: 13.